Dataset: Peptide-MHC class I binding affinity with 185,985 pairs from IEDB/IMGT. Task: Regression. Given a peptide amino acid sequence and an MHC pseudo amino acid sequence, predict their binding affinity value. This is MHC class I binding data. (1) The peptide sequence is LLYEVDGDV. The MHC is HLA-A02:16 with pseudo-sequence HLA-A02:16. The binding affinity (normalized) is 0.265. (2) The peptide sequence is VPRPCQKSL. The MHC is HLA-A26:01 with pseudo-sequence HLA-A26:01. The binding affinity (normalized) is 0.0847. (3) The peptide sequence is YSLEYFQFVKK. The MHC is HLA-A31:01 with pseudo-sequence HLA-A31:01. The binding affinity (normalized) is 0.0847.